This data is from Full USPTO retrosynthesis dataset with 1.9M reactions from patents (1976-2016). The task is: Predict the reactants needed to synthesize the given product. (1) Given the product [I:11][C:2]1[CH:7]=[CH:6][N:5]=[C:4]2[N:8]([C:16](=[O:18])[CH3:17])[CH:9]=[CH:10][C:3]=12, predict the reactants needed to synthesize it. The reactants are: Cl[C:2]1[CH:7]=[CH:6][N:5]=[C:4]2[NH:8][CH:9]=[CH:10][C:3]=12.[I-:11].[Na+].C(#N)C.[C:16](Cl)(=[O:18])[CH3:17]. (2) Given the product [CH3:12][C:8]1[CH:7]=[C:6]([N:13]2[CH2:17][CH2:16][CH2:15][CH2:14]2)[C:5]2[C:10](=[CH:11][C:2]([C:18]#[N:19])=[CH:3][CH:4]=2)[N:9]=1, predict the reactants needed to synthesize it. The reactants are: I[C:2]1[CH:11]=[C:10]2[C:5]([C:6]([N:13]3[CH2:17][CH2:16][CH2:15][CH2:14]3)=[CH:7][C:8]([CH3:12])=[N:9]2)=[CH:4][CH:3]=1.[C-:18]#[N:19].[K+]. (3) Given the product [C:1]([O:5][C:6]([N:8]([CH:34]([CH3:36])[CH3:35])[C:9]1[S:10][C:11]([C:14]2[CH:15]=[C:16]([C:28]3[CH:33]=[CH:32][CH:31]=[CH:30][CH:29]=3)[C:17]3[N:18]([CH:20]=[C:21]([C:23]([OH:25])=[O:24])[N:22]=3)[CH:19]=2)=[CH:12][N:13]=1)=[O:7])([CH3:4])([CH3:3])[CH3:2], predict the reactants needed to synthesize it. The reactants are: [C:1]([O:5][C:6]([N:8]([CH:34]([CH3:36])[CH3:35])[C:9]1[S:10][C:11]([C:14]2[CH:15]=[C:16]([C:28]3[CH:33]=[CH:32][CH:31]=[CH:30][CH:29]=3)[C:17]3[N:18]([CH:20]=[C:21]([C:23]([O:25]CC)=[O:24])[N:22]=3)[CH:19]=2)=[CH:12][N:13]=1)=[O:7])([CH3:4])([CH3:3])[CH3:2].[OH-].[Na+]. (4) Given the product [CH3:1][C:2]1[CH:8]=[CH:7][CH:6]=[C:5]([CH:9]([CH3:11])[CH3:10])[C:3]=1[N:4]=[C:12]([C:15]1[CH:20]=[CH:19][CH:18]=[C:17]([C:21](=[N:4][C:3]2[C:5]([CH:9]([CH3:10])[CH3:11])=[CH:6][CH:7]=[CH:8][C:2]=2[CH3:1])[CH3:22])[N:16]=1)[CH3:13], predict the reactants needed to synthesize it. The reactants are: [CH3:1][C:2]1[CH:8]=[CH:7][CH:6]=[C:5]([CH:9]([CH3:11])[CH3:10])[C:3]=1[NH2:4].[C:12]([C:15]1[CH:20]=[CH:19][CH:18]=[C:17]([C:21](=O)[CH3:22])[N:16]=1)(=O)[CH3:13]. (5) Given the product [Cl:1][C:2]1[CH:35]=[CH:34][C:5]2[N:6]([C:9]3[S:13][C:12]([C:14]([NH2:16])=[O:15])=[C:11]([O:17][C@@H:18]([C:20]4[CH:25]=[CH:24][CH:23]=[C:22]([O:26][CH:27]5[CH2:32][CH2:31][N:30]([CH2:37][CH2:36][S:38]([CH3:41])(=[O:40])=[O:39])[CH2:29][CH2:28]5)[C:21]=4[Cl:33])[CH3:19])[CH:10]=3)[CH:7]=[N:8][C:4]=2[CH:3]=1, predict the reactants needed to synthesize it. The reactants are: [Cl:1][C:2]1[CH:35]=[CH:34][C:5]2[N:6]([C:9]3[S:13][C:12]([C:14]([NH2:16])=[O:15])=[C:11]([O:17][C@@H:18]([C:20]4[CH:25]=[CH:24][CH:23]=[C:22]([O:26][CH:27]5[CH2:32][CH2:31][NH:30][CH2:29][CH2:28]5)[C:21]=4[Cl:33])[CH3:19])[CH:10]=3)[CH:7]=[N:8][C:4]=2[CH:3]=1.[CH:36]([S:38]([CH3:41])(=[O:40])=[O:39])=[CH2:37]. (6) Given the product [F:29][C:28]([F:31])([F:30])[S:25]([O:1][C:2]1[C:11]2[C:6](=[CH:7][CH:8]=[CH:9][CH:10]=2)[CH:5]=[C:4]([C:12]([O:14][CH2:15][CH3:16])=[O:13])[CH:3]=1)(=[O:26])=[O:24], predict the reactants needed to synthesize it. The reactants are: [OH:1][C:2]1[C:11]2[C:6](=[CH:7][CH:8]=[CH:9][CH:10]=2)[CH:5]=[C:4]([C:12]([O:14][CH2:15][CH3:16])=[O:13])[CH:3]=1.CCN(CC)CC.[O:24](S(C(F)(F)F)(=O)=O)[S:25]([C:28]([F:31])([F:30])[F:29])(=O)=[O:26]. (7) Given the product [CH3:39][C:40]1[CH:41]=[C:42]([NH:49][C:2]2[N:7]=[C:6]([O:8][C:9]3[C:18]4[C:13](=[CH:14][CH:15]=[CH:16][CH:17]=4)[C:12]([NH:19][C:20]([NH:22][C:23]4[N:27]([C:28]5[CH:29]=[CH:30][C:31]([CH3:34])=[CH:32][CH:33]=5)[N:26]=[C:25]([Si:35]([CH3:38])([CH3:37])[CH3:36])[CH:24]=4)=[O:21])=[CH:11][CH:10]=3)[CH:5]=[CH:4][N:3]=2)[CH:43]=[C:44]2[C:48]=1[NH:47][N:46]=[CH:45]2, predict the reactants needed to synthesize it. The reactants are: Cl[C:2]1[N:7]=[C:6]([O:8][C:9]2[C:18]3[C:13](=[CH:14][CH:15]=[CH:16][CH:17]=3)[C:12]([NH:19][C:20]([NH:22][C:23]3[N:27]([C:28]4[CH:33]=[CH:32][C:31]([CH3:34])=[CH:30][CH:29]=4)[N:26]=[C:25]([Si:35]([CH3:38])([CH3:37])[CH3:36])[CH:24]=3)=[O:21])=[CH:11][CH:10]=2)[CH:5]=[CH:4][N:3]=1.[CH3:39][C:40]1[CH:41]=[C:42]([NH2:49])[CH:43]=[C:44]2[C:48]=1[NH:47][N:46]=[CH:45]2. (8) Given the product [CH3:31][O:30][CH2:29][CH2:28][CH2:27][CH2:26][CH2:25][N:4]1[CH2:5][CH2:6][N:1]([C:7]([O:9][C:10]([CH3:13])([CH3:12])[CH3:11])=[O:8])[CH2:2][CH2:3]1, predict the reactants needed to synthesize it. The reactants are: [N:1]1([C:7]([O:9][C:10]([CH3:13])([CH3:12])[CH3:11])=[O:8])[CH2:6][CH2:5][NH:4][CH2:3][CH2:2]1.CC1C=CC(S(O[CH2:25][CH2:26][CH2:27][CH2:28][CH2:29][O:30][CH3:31])(=O)=O)=CC=1.C(=O)([O-])[O-].[K+].[K+].C(OCC)(=O)C. (9) Given the product [CH3:1][C:2]1[O:6][N:5]=[C:4]([C:7]2[N:12]=[CH:11][C:10]([O:13][C:14]3[CH:15]=[CH:16][C:17]([N+:23]([O-:25])=[O:24])=[C:18]([CH2:19][OH:20])[CH:22]=3)=[CH:9][CH:8]=2)[N:3]=1, predict the reactants needed to synthesize it. The reactants are: [CH3:1][C:2]1[O:6][N:5]=[C:4]([C:7]2[N:12]=[CH:11][C:10]([O:13][C:14]3[CH:15]=[CH:16][C:17]([N+:23]([O-:25])=[O:24])=[C:18]([CH:22]=3)[C:19](O)=[O:20])=[CH:9][CH:8]=2)[N:3]=1.[BH4-].[Na+].C(O)(=O)CC(CC(O)=O)(C(O)=O)O.